Dataset: Peptide-MHC class II binding affinity with 134,281 pairs from IEDB. Task: Regression. Given a peptide amino acid sequence and an MHC pseudo amino acid sequence, predict their binding affinity value. This is MHC class II binding data. (1) The peptide sequence is KNVFDDVVPEKYTIG. The MHC is DRB1_0405 with pseudo-sequence DRB1_0405. The binding affinity (normalized) is 0.0581. (2) The peptide sequence is YDKFLAGVSTVLTGK. The MHC is DRB1_0405 with pseudo-sequence DRB1_0405. The binding affinity (normalized) is 0.139. (3) The peptide sequence is WVPQGRTTWSIHGKG. The MHC is HLA-DQA10501-DQB10302 with pseudo-sequence HLA-DQA10501-DQB10302. The binding affinity (normalized) is 0. (4) The peptide sequence is NQDLELSWNLNGLQAY. The MHC is HLA-DQA10301-DQB10302 with pseudo-sequence HLA-DQA10301-DQB10302. The binding affinity (normalized) is 0.267. (5) The peptide sequence is AAVELARALVRAVAE. The MHC is DRB5_0101 with pseudo-sequence DRB5_0101. The binding affinity (normalized) is 0.824. (6) The peptide sequence is LIGNGGAGGAGGVGA. The MHC is HLA-DPA10201-DPB10101 with pseudo-sequence HLA-DPA10201-DPB10101. The binding affinity (normalized) is 0.0463.